Dataset: M1 muscarinic receptor antagonist screen with 61,756 compounds. Task: Binary Classification. Given a drug SMILES string, predict its activity (active/inactive) in a high-throughput screening assay against a specified biological target. The molecule is Clc1c(Cn2nnc3c(NCCN4CCOCC4)nc(nc23)C)cccc1. The result is 0 (inactive).